Dataset: Forward reaction prediction with 1.9M reactions from USPTO patents (1976-2016). Task: Predict the product of the given reaction. (1) Given the reactants [Br:1][C:2]1[CH:3]=[C:4]([NH:9][C:10]2[C:11]3[CH:19]=[C:18]([NH:20]CC4C=CC(OC)=CC=4)[N:17]=[CH:16][C:12]=3[N:13]=[CH:14][N:15]=2)[CH:5]=[CH:6][C:7]=1[Br:8].FC(F)(F)C(O)=O.C1(OC)C=CC=CC=1, predict the reaction product. The product is: [Br:1][C:2]1[CH:3]=[C:4]([NH:9][C:10]2[C:11]3[CH:19]=[C:18]([NH2:20])[N:17]=[CH:16][C:12]=3[N:13]=[CH:14][N:15]=2)[CH:5]=[CH:6][C:7]=1[Br:8]. (2) Given the reactants [N+:1]([C:4]1[N:8]=[CH:7][NH:6][N:5]=1)([O-:3])=[O:2].[H-].[Na+].[H][H].[F:13][C:14]1[CH:21]=[C:20](F)[CH:19]=[CH:18][C:15]=1[CH:16]=[O:17], predict the reaction product. The product is: [N+:1]([C:4]1[N:8]=[C:7]([C:20]2[CH:19]=[CH:18][C:15]([CH:16]=[O:17])=[C:14]([F:13])[CH:21]=2)[NH:6][N:5]=1)([O-:3])=[O:2]. (3) Given the reactants [H-].C([Al+]CC(C)C)C(C)C.[CH2:11]1[CH2:15][O:14][CH2:13][CH2:12]1.[CH3:16][N:17]([CH2:19][C:20]1[CH:21]=C(C=C[CH:27]=1)C#N)[CH3:18], predict the reaction product. The product is: [CH3:16][N:17]([CH2:19][C:20]1[CH:27]=[C:11]([CH:12]=[CH:13][CH:21]=1)[CH:15]=[O:14])[CH3:18]. (4) Given the reactants [Br:1][C:2]1[CH:3]=[C:4]([C:7](Cl)=[O:8])[S:5][CH:6]=1.CC[N:12](C(C)C)C(C)C.[NH:19]1[CH2:24][CH2:23][O:22][CH2:21][CH2:20]1, predict the reaction product. The product is: [Br:1][C:2]1[CH:3]=[C:4]([C:7]([NH:12][N:19]2[CH2:24][CH2:23][O:22][CH2:21][CH2:20]2)=[O:8])[S:5][CH:6]=1. (5) Given the reactants [N:1]([CH2:4][C:5]1[C:13]2[N:12]=[C:11]([CH2:14][N:15]3[C:19]4[CH:20]=[CH:21][CH:22]=[CH:23][C:18]=4[N:17]([CH:24]([CH3:26])[CH3:25])[C:16]3=[O:27])[N:10]([CH2:28][CH2:29][CH:30]([CH3:32])[CH3:31])[C:9]=2[CH:8]=[CH:7][CH:6]=1)=[N+]=[N-], predict the reaction product. The product is: [NH2:1][CH2:4][C:5]1[C:13]2[N:12]=[C:11]([CH2:14][N:15]3[C:19]4[CH:20]=[CH:21][CH:22]=[CH:23][C:18]=4[N:17]([CH:24]([CH3:25])[CH3:26])[C:16]3=[O:27])[N:10]([CH2:28][CH2:29][CH:30]([CH3:32])[CH3:31])[C:9]=2[CH:8]=[CH:7][CH:6]=1.